Dataset: Forward reaction prediction with 1.9M reactions from USPTO patents (1976-2016). Task: Predict the product of the given reaction. The product is: [NH2:19][C:7]1[C:6]2[C:2]([C:26]3[CH:25]=[CH:24][C:23]([NH:37][C:38]([C:40]4[N:41]([CH3:49])[C:42]5[C:47]([CH:48]=4)=[CH:46][CH:45]=[CH:44][CH:43]=5)=[O:39])=[C:22]([O:21][CH3:20])[CH:27]=3)=[CH:3][S:4][C:5]=2[C:10]([C:11]2[CH:12]=[N:13][C:14]([O:17][CH3:18])=[CH:15][CH:16]=2)=[CH:9][N:8]=1. Given the reactants Br[C:2]1[C:6]2[C:7]([NH2:19])=[N:8][CH:9]=[C:10]([C:11]3[CH:12]=[N:13][C:14]([O:17][CH3:18])=[CH:15][CH:16]=3)[C:5]=2[S:4][CH:3]=1.[CH3:20][O:21][C:22]1[CH:27]=[C:26](B2OC(C)(C)C(C)(C)O2)[CH:25]=[CH:24][C:23]=1[NH:37][C:38]([C:40]1[N:41]([CH3:49])[C:42]2[C:47]([CH:48]=1)=[CH:46][CH:45]=[CH:44][CH:43]=2)=[O:39].C([O-])([O-])=O.[Na+].[Na+], predict the reaction product.